This data is from Forward reaction prediction with 1.9M reactions from USPTO patents (1976-2016). The task is: Predict the product of the given reaction. Given the reactants [Cl:1][C:2]1[C:10]2[S:9][C:8]([C:11]3[C:12]([NH:25][C@@H:26]4[CH2:31][CH2:30][CH2:29][N:28](C(OC(C)(C)C)=O)[CH2:27]4)=[N:13][C:14]([N:19]4[CH2:24][CH2:23][O:22][CH2:21][CH2:20]4)=[N:15][C:16]=3[O:17]C)=[N:7][C:6]=2[CH:5]=[CH:4][CH:3]=1.Cl, predict the reaction product. The product is: [Cl:1][C:2]1[C:10]2[S:9][C:8]([C:11]3[C:16](=[O:17])[NH:15][C:14]([N:19]4[CH2:20][CH2:21][O:22][CH2:23][CH2:24]4)=[N:13][C:12]=3[NH:25][C@@H:26]3[CH2:31][CH2:30][CH2:29][NH:28][CH2:27]3)=[N:7][C:6]=2[CH:5]=[CH:4][CH:3]=1.